Dataset: Catalyst prediction with 721,799 reactions and 888 catalyst types from USPTO. Task: Predict which catalyst facilitates the given reaction. (1) Reactant: C(OC(=O)[NH:7][C:8]1[CH:13]=[C:12]([CH3:14])[C:11]([CH2:15][NH:16][C:17]([C:19]2[N:20]=[CH:21][N:22]([CH2:24][C:25]3[CH:30]=[CH:29][C:28]([CH2:31][N:32]4[CH:36]=[CH:35][CH:34]=[N:33]4)=[CH:27][CH:26]=3)[CH:23]=2)=[O:18])=[C:10]([CH3:37])[N:9]=1)(C)(C)C.C(O)(C(F)(F)F)=O. Product: [N:32]1([CH2:31][C:28]2[CH:29]=[CH:30][C:25]([CH2:24][N:22]3[CH:23]=[C:19]([C:17]([NH:16][CH2:15][C:11]4[C:10]([CH3:37])=[N:9][C:8]([NH2:7])=[CH:13][C:12]=4[CH3:14])=[O:18])[N:20]=[CH:21]3)=[CH:26][CH:27]=2)[CH:36]=[CH:35][CH:34]=[N:33]1. The catalyst class is: 2. (2) Reactant: [BH4-].[Li+].CO.C[O:6][C:7](=O)[CH2:8][N:9]([S:16]([C:19]1[CH:24]=[CH:23][C:22]([CH3:25])=[CH:21][CH:20]=1)(=[O:18])=[O:17])[C@@H:10]([C:12](OC)=[O:13])[CH3:11]. Product: [OH:6][CH2:7][CH2:8][N:9]([C@H:10]([CH3:11])[CH2:12][OH:13])[S:16]([C:19]1[CH:24]=[CH:23][C:22]([CH3:25])=[CH:21][CH:20]=1)(=[O:18])=[O:17]. The catalyst class is: 28. (3) Reactant: [CH3:1][O-:2].[Na+].Cl[C:5]1[N:10]=[N:9][C:8]([N:11]2[C:15]([C:16]3[CH:21]=[C:20]([CH3:22])[CH:19]=[CH:18][N:17]=3)=[CH:14][C:13]([C:23]([O:25]CC)=[O:24])=[N:12]2)=[CH:7][CH:6]=1.Cl.C(Cl)(Cl)Cl. Product: [CH3:1][O:2][C:5]1[N:10]=[N:9][C:8]([N:11]2[C:15]([C:16]3[CH:21]=[C:20]([CH3:22])[CH:19]=[CH:18][N:17]=3)=[CH:14][C:13]([C:23]([OH:25])=[O:24])=[N:12]2)=[CH:7][CH:6]=1. The catalyst class is: 5.